This data is from Experimentally validated miRNA-target interactions with 360,000+ pairs, plus equal number of negative samples. The task is: Binary Classification. Given a miRNA mature sequence and a target amino acid sequence, predict their likelihood of interaction. (1) The miRNA is hsa-miR-3074-3p with sequence GAUAUCAGCUCAGUAGGCACCG. Result: 1 (interaction). The protein sequence of the target gene is MQVTLKTLQQQTFKIDIDPEETVKALKEKIESEKGKDAFPVAGQKLIYAGKILNDDTALKEYKIDEKNFVVVMVTKPKAVSTPAPATTQQSAPASTTAVTSSTTTTVAQAPTPVPALAPTSTPASITPASATASSEPAPASAAKQEKPAEKPAETPVATSPTATDSTSGDSSRSNLFEDATSALVTGQSYENMVTEIMSMGYEREQVIAALRASFNNPDRAVEYLLMGIPGDRESQAVVDPPQAASTGAPQSSAVAAAAATTTATTTTTSSGGHPLEFLRNQPQFQQMRQIIQQNPSLLP.... (2) The miRNA is hsa-miR-766-3p with sequence ACUCCAGCCCCACAGCCUCAGC. The protein sequence of the target gene is MLVGQGAGPLGPAVVTAAVVLLLSGVGPAHGSEDIVVGCGGFVKSDVEINYSLIEIKLYTKHGTLKYQTDCAPNNGYFMIPLYDKGDFILKIEPPLGWSFEPTTVELHVDGVSDICTKGGDINFVFTGFSVNGKVLSKGQPLGPAGVQVSLRNTGTEAKIQSTVTQPGGKFAFFKVLPGDYEILATHPTWALKEASTTVRVTNSNANAASPLIVAGYNVSGSVRSDGEPMKGVKFLLFSSLVTKEDVLGCNVSPVPGFQPQDESLVYLCYTVSREDGSFSFYSLPSGGYTVIPFYRGERI.... Result: 1 (interaction). (3) The miRNA is hsa-miR-6070 with sequence CCGGUUCCAGUCCCUGGAG. The protein sequence of the target gene is MAEEEFSNTTHETFNFTLHTTLGVTTKLVLPTPAKPILPVQTGEQAQQEEQSSGMTIFFSLLVLAICIILVHLLIRYRLHFLPESVAVVSLGILMGAVIKVIEFKKLANWKEEEMFRPNMFFLLLLPPIIFESGYSLHKGNFFQNIGSITLFAVFGTAISAFVVGGGIYFLGQADVISKLNMTDSFAFGSLISAVDPVATIAIFNALHVDPVLNMLVFGESILNDAVSIVLTNTAEGLTRKHMSDVSGWQTFSQALGYFLKMFFGSAALGTLTGLISALVLKHIDLRKTPSLEFGMMIIF.... Result: 0 (no interaction). (4) The miRNA is hsa-miR-10b-3p with sequence ACAGAUUCGAUUCUAGGGGAAU. The protein sequence of the target gene is MFGKKKKKIEISGPSNFEHRVHTGFDPQEQKFTGLPQQWHSLLADTANRPKPMVDPSCITPIQLAPMKTIVRGNKSCKETSINGLLEDFDNISVTRSNSLRKESPPTPDQGAASRIQGHSEENGFITFSQYSSESDTTADYTTEKYRDRSLYGDDLDLYYKSSHAAKQNGHAMKMKHGDAYYPEMKSLKTDLAGFPVDYHTHLDSLRKSSEYGDLRWDYQRASSSSPLDYSFQLTPSRTAGTSRCSKESLAYSESDWGPSLDDYDRRPKSSYLHQTSPQPAMRQRSKSGSGLQEPMMPFG.... Result: 0 (no interaction). (5) The miRNA is hsa-miR-1909-3p with sequence CGCAGGGGCCGGGUGCUCACCG. The protein sequence of the target gene is MSLEDPFFVVRGEVQKAVNTARGLYQRWCELLQESAAVGREELDWTTNELRNGLRSIEWDLEDLEETIGIVEANPGKFKLPAGDLQERKVFVERMREAVQEMKDHMVSPTAVAFLERNNREILAGKPAAQKSPSDLLDASAVSATSRYIEEQQATQQLIMDEQDQQLEMVSGSIQVLKHMSGRVGEELDEQGIMLDAFAQEMDHTQSRMDGVLRKLAKVSHMTSDRRQWCAIAVLVGVLLLVLILLFSL. Result: 0 (no interaction). (6) The miRNA is hsa-miR-4529-3p with sequence AUUGGACUGCUGAUGGCCCGU. The protein sequence of the target gene is MAGPCCSPWVKLLLLAAMLSASLPGDLANRCKKAQVKSCTECIRVDKSCAYCTDELFKERRCNTQAELLAAGCRGESILVMESSLEITENTQIDTSLHRSQVSPQGLQVRLRPGEERSFVFQVFEPLESPVDLYILMDFSNSMSDDLDNLKQMGQNLAKILRQLTSDYTIGFGKFVDKVSVPQTDMRPEKLKEPWPNSDPPFSFKNVISLTENVEEFWNKLQGERISGNLDAPEGGFDAILQTAVCTRDIGWRADSTHLLVFSTESAFHYEADGANVLAGIMNRNDEKCHLDASGAYTQY.... Result: 0 (no interaction). (7) The miRNA is hsa-miR-4772-3p with sequence CCUGCAACUUUGCCUGAUCAGA. The protein sequence of the target gene is MATDWLGSIVSINCGDSLGVYQGRVSAVDQVSQTISLTRPFHNGVKCLVPEVTFRAGDITELKILEIPGPGDNQHFGDLHQTELGPSGAGCQVGINQNGTGKFVKKPASSSSAPQNIPKRTDVKSQDVAVSPQQQQCSKSYVDRHMESLSQSKSFRRRHNSWSSSSRHPNQATPKKSGLKNGQMKNKDDECFGDDIEEIPDTDFDFEGNLALFDKAAVFEEIDTYERRSGTRSRGIPNERPTRYRHDENILESEPIVYRRIIVPHNVSKEFCTDSGLVVPSISYELHKKLLSVAEKHGLT.... Result: 0 (no interaction).